Dataset: Reaction yield outcomes from USPTO patents with 853,638 reactions. Task: Predict the reaction yield, written as a fraction of the theoretical maximum amount of product (1.0 means a 100% yield; for example, 0.34 means a 34% yield). (1) The reactants are [C-:1]#[N:2].[Na+].Br[CH2:5][C:6]1[CH:11]=[C:10]([F:12])[C:9]([C:13]2[N:18]=[C:17]([C:19]([O:21][CH3:22])=[O:20])[CH:16]=[CH:15][C:14]=2[F:23])=[C:8]([F:24])[CH:7]=1. The catalyst is O.C(#N)C. The product is [C:1]([CH2:5][C:6]1[CH:11]=[C:10]([F:12])[C:9]([C:13]2[N:18]=[C:17]([C:19]([O:21][CH3:22])=[O:20])[CH:16]=[CH:15][C:14]=2[F:23])=[C:8]([F:24])[CH:7]=1)#[N:2]. The yield is 0.890. (2) The reactants are CN(C(ON1N=NC2C=CC=NC1=2)=[N+](C)C)C.F[P-](F)(F)(F)(F)F.[C:25]([OH:28])(=O)[CH3:26].C(N(CC)C(C)C)(C)C.[NH2:38][CH2:39][C:40]1[CH:41]=[C:42]([CH2:46][N:47]2[C:55]3[C:50](=[C:51]([F:56])[CH:52]=[CH:53][CH:54]=3)[C:49]([NH:57][S:58]([C:61]3[S:62][C:63]([Cl:66])=[CH:64][CH:65]=3)(=[O:60])=[O:59])=[N:48]2)[CH:43]=[CH:44][CH:45]=1. The catalyst is CN(C)C=O.CO.CS(C)=O. The product is [Cl:66][C:63]1[S:62][C:61]([S:58]([NH:57][C:49]2[C:50]3[C:55](=[CH:54][CH:53]=[CH:52][C:51]=3[F:56])[N:47]([CH2:46][C:42]3[CH:41]=[C:40]([CH2:39][NH:38][C:25](=[O:28])[CH3:26])[CH:45]=[CH:44][CH:43]=3)[N:48]=2)(=[O:60])=[O:59])=[CH:65][CH:64]=1. The yield is 0.0600.